From a dataset of Full USPTO retrosynthesis dataset with 1.9M reactions from patents (1976-2016). Predict the reactants needed to synthesize the given product. (1) The reactants are: [F:1][C:2]([F:14])([F:13])[C:3]1[CH:12]=[CH:11][C:6]2[N:7]=[C:8]([NH2:10])[S:9][C:5]=2[CH:4]=1.[Cl:15][C:16]1[CH:17]=[C:18]([CH:22]=[CH:23][C:24]=1[Cl:25])[C:19](Cl)=[O:20].Br[CH:27]([CH2:32][CH3:33])[C:28]([O:30]C)=[O:29].COC1C=CC2N=C(N)SC=2C=1.ClC1C=C(C=CC=1)C(Cl)=O.BrCC(OCC)=O. Given the product [Cl:15][C:16]1[CH:17]=[C:18]([CH:22]=[CH:23][C:24]=1[Cl:25])[C:19]([N:10]=[C:8]1[N:7]([CH:27]([CH2:32][CH3:33])[C:28]([OH:30])=[O:29])[C:6]2[CH:11]=[CH:12][C:3]([C:2]([F:1])([F:13])[F:14])=[CH:4][C:5]=2[S:9]1)=[O:20], predict the reactants needed to synthesize it. (2) Given the product [F:8][C:7]1[C:6]([NH:9][C:10]2[CH:15]=[CH:14][C:13]([I:16])=[CH:12][C:11]=2[F:17])=[C:5]([NH:18][S:26]([C:22]2[S:21][C:20]([CH3:19])=[N:24][C:23]=2[CH3:25])(=[O:28])=[O:27])[CH:4]=[CH:3][C:2]=1[F:1], predict the reactants needed to synthesize it. The reactants are: [F:1][C:2]1[C:7]([F:8])=[C:6]([NH:9][C:10]2[CH:15]=[CH:14][C:13]([I:16])=[CH:12][C:11]=2[F:17])[C:5]([NH2:18])=[CH:4][CH:3]=1.[CH3:19][C:20]1[S:21][C:22]([S:26](Cl)(=[O:28])=[O:27])=[C:23]([CH3:25])[N:24]=1.